From a dataset of Forward reaction prediction with 1.9M reactions from USPTO patents (1976-2016). Predict the product of the given reaction. (1) The product is: [CH3:31][C:27]1[N:26]=[C:25]([C:23]2[N:22]=[C:21]3[NH:32][CH:33]=[CH:34][C:20]3=[C:19]([C:17]3[CH:18]=[C:13]([C:9]4[CH:8]=[C:7]([CH:12]=[CH:11][CH:10]=4)[CH2:6][NH:5][CH2:4][CH2:3][OH:2])[CH:14]=[N:15][CH:16]=3)[CH:24]=2)[CH:30]=[CH:29][CH:28]=1. Given the reactants C[O:2][C:3](=O)[CH2:4][NH:5][CH2:6][C:7]1[CH:12]=[CH:11][CH:10]=[C:9]([C:13]2[CH:14]=[N:15][CH:16]=[C:17]([C:19]3[CH:24]=[C:23]([C:25]4[CH:30]=[CH:29][CH:28]=[C:27]([CH3:31])[N:26]=4)[N:22]=[C:21]4[NH:32][CH:33]=[CH:34][C:20]=34)[CH:18]=2)[CH:8]=1.[H-].[H-].[H-].[H-].[Li+].[Al+3].[O-]S([O-])(=O)=O.[Na+].[Na+], predict the reaction product. (2) Given the reactants [NH2:1][C:2]1[CH:7]=[CH:6][CH:5]=[CH:4][C:3]=1[SH:8].[F:9][C:10]1[CH:15]=[CH:14][C:13]([C:16]2[CH:23]=[C:20]([CH:21]=O)[C:19]([OH:24])=[CH:18][CH:17]=2)=[CH:12][CH:11]=1, predict the reaction product. The product is: [S:8]1[C:3]2[CH:4]=[CH:5][CH:6]=[CH:7][C:2]=2[N:1]=[C:21]1[C:20]1[CH:23]=[C:16]([C:13]2[CH:14]=[CH:15][C:10]([F:9])=[CH:11][CH:12]=2)[CH:17]=[CH:18][C:19]=1[OH:24]. (3) Given the reactants [NH2:1][C:2]1[CH:3]=[C:4]([CH:10]=[CH:11][CH:12]=1)[C:5]([O:7][CH2:8][CH3:9])=[O:6].[CH:13]1([C:19](Cl)=[O:20])[CH2:18][CH2:17][CH2:16][CH2:15][CH2:14]1, predict the reaction product. The product is: [CH:13]1([C:19]([NH:1][C:2]2[CH:3]=[C:4]([CH:10]=[CH:11][CH:12]=2)[C:5]([O:7][CH2:8][CH3:9])=[O:6])=[O:20])[CH2:18][CH2:17][CH2:16][CH2:15][CH2:14]1. (4) The product is: [CH3:1][Si:2]([CH3:18])([CH3:17])[CH2:3][CH2:4][O:5][CH2:6][N:7]1[C:15]2[C:10](=[N:11][CH:12]=[C:13]([NH2:19])[CH:14]=2)[CH:9]=[N:8]1. Given the reactants [CH3:1][Si:2]([CH3:18])([CH3:17])[CH2:3][CH2:4][O:5][CH2:6][N:7]1[C:15]2[C:10](=[N:11][CH:12]=[C:13](Br)[CH:14]=2)[CH:9]=[N:8]1.[NH3:19], predict the reaction product. (5) Given the reactants Cl.[OH:2][CH2:3][C@@H:4]([NH:14][C:15]([C@@H:17]1[CH2:22][C@@H:21]2[C@@H:19]([CH2:20]2)[NH:18]1)=[O:16])[C:5]12[CH2:9][C:7]([C:10]([F:13])([F:12])[F:11])([CH2:8]1)[CH2:6]2.[CH3:23][C:24]([Si:27](Cl)([CH3:29])[CH3:28])([CH3:26])[CH3:25].N1C=CN=C1.O, predict the reaction product. The product is: [C:24]([Si:27]([CH3:29])([CH3:28])[O:2][CH2:3][C@@H:4]([NH:14][C:15]([C@@H:17]1[CH2:22][C@@H:21]2[C@@H:19]([CH2:20]2)[NH:18]1)=[O:16])[C:5]12[CH2:8][C:7]([C:10]([F:13])([F:12])[F:11])([CH2:6]1)[CH2:9]2)([CH3:26])([CH3:25])[CH3:23]. (6) Given the reactants [C:1]([O:5][C:6]([N:8]1[CH2:13][CH2:12][NH:11][CH2:10][CH2:9]1)=[O:7])([CH3:4])([CH3:3])[CH3:2].Br[C:15]1[CH:20]=[CH:19][C:18]([C:21]([F:24])([F:23])[F:22])=[C:17]([F:25])[CH:16]=1.[Cl-].C(C1C=CC=C(CCC)C=1[N+]1C=CN(C2C(CCC)=CC=CC=2CCC)C=1)CC.CC(C)([O-])C.[Na+], predict the reaction product. The product is: [C:1]([O:5][C:6]([N:8]1[CH2:13][CH2:12][N:11]([C:15]2[CH:20]=[CH:19][C:18]([C:21]([F:23])([F:24])[F:22])=[C:17]([F:25])[CH:16]=2)[CH2:10][CH2:9]1)=[O:7])([CH3:4])([CH3:2])[CH3:3]. (7) Given the reactants [CH3:1][C:2]1[CH:3]=[C:4]([CH:8]=[CH:9][C:10]=1[C:11]([N:13]1[CH2:17][CH:16]=[CH:15][CH2:14]1)=[O:12])[C:5]([OH:7])=O.CN(C(ON1N=NC2C=CC=CC1=2)=[N+](C)C)C.[B-](F)(F)(F)F.C(N(C(C)C)CC)(C)C.[Cl:49][C:50]1[CH:63]=[CH:62][C:53]2[NH:54][C:55]([C@@H:57]([NH2:61])[CH:58]([CH3:60])[CH3:59])=[N:56][C:52]=2[CH:51]=1.ClCl, predict the reaction product. The product is: [Cl:49][C:50]1[CH:63]=[CH:62][C:53]2[NH:54][C:55]([C@@H:57]([NH:61][C:5](=[O:7])[C:4]3[CH:8]=[CH:9][C:10]([C:11]([N:13]4[CH2:17][CH:16]=[CH:15][CH2:14]4)=[O:12])=[C:2]([CH3:1])[CH:3]=3)[CH:58]([CH3:60])[CH3:59])=[N:56][C:52]=2[CH:51]=1. (8) Given the reactants [Cl:1][C:2]1[C:7]([CH:8]=[O:9])=[CH:6][CH:5]=[C:4]([NH:10][CH2:11][C:12]2[CH:17]=[CH:16][C:15]([Cl:18])=[CH:14][CH:13]=2)[N:3]=1.[C:19]([O:23][C:24](O[C:24]([O:23][C:19]([CH3:22])([CH3:21])[CH3:20])=[O:25])=[O:25])([CH3:22])([CH3:21])[CH3:20].C(N(CC)CC)C, predict the reaction product. The product is: [C:19]([O:23][C:24](=[O:25])[N:10]([CH2:11][C:12]1[CH:17]=[CH:16][C:15]([Cl:18])=[CH:14][CH:13]=1)[C:4]1[CH:5]=[CH:6][C:7]([CH:8]=[O:9])=[C:2]([Cl:1])[N:3]=1)([CH3:22])([CH3:21])[CH3:20]. (9) Given the reactants [Cl:1][C:2]1[CH:7]=[CH:6][N:5]=[C:4]([C:8]2[CH:13]=[C:12]([OH:14])[CH:11]=[C:10]([CH2:15]Cl)[N:9]=2)[CH:3]=1.[CH3:17][NH:18][CH2:19][CH2:20][C:21]1[CH:26]=[CH:25][CH:24]=[CH:23][N:22]=1.C(N(CC)CC)C, predict the reaction product. The product is: [Cl:1][C:2]1[CH:7]=[CH:6][N:5]=[C:4]([C:8]2[CH:13]=[C:12]([OH:14])[CH:11]=[C:10]([CH2:15][N:18]([CH3:17])[CH2:19][CH2:20][C:21]3[CH:26]=[CH:25][CH:24]=[CH:23][N:22]=3)[N:9]=2)[CH:3]=1. (10) Given the reactants C([O-])([O-])=O.[K+].[K+].[CH2:7](Br)[C:8]1[CH:13]=[CH:12][CH:11]=[CH:10][CH:9]=1.[F:15][C:16]1[CH:17]=[C:18]([OH:25])[CH:19]=[CH:20][C:21]=1[N+:22]([O-:24])=[O:23], predict the reaction product. The product is: [CH2:7]([O:25][C:18]1[CH:19]=[CH:20][C:21]([N+:22]([O-:24])=[O:23])=[C:16]([F:15])[CH:17]=1)[C:8]1[CH:13]=[CH:12][CH:11]=[CH:10][CH:9]=1.